From a dataset of Full USPTO retrosynthesis dataset with 1.9M reactions from patents (1976-2016). Predict the reactants needed to synthesize the given product. (1) Given the product [NH2:2][C@H:3]([C:6]1[CH:11]=[CH:10][C:9]([S:17]([CH2:21][CH3:22])(=[O:19])=[O:16])=[CH:8][N:7]=1)[CH2:4][OH:5], predict the reactants needed to synthesize it. The reactants are: Cl.[NH2:2][C@H:3]([C:6]1[CH:11]=[CH:10][C:9](SCC)=[CH:8][N:7]=1)[CH2:4][OH:5].O[O:16][S:17]([O-:19])=O.[K+].[CH3:21][C:22]#N. (2) Given the product [CH3:1][N:2]1[CH2:6][CH2:5][C@@:4]([NH:10][C:11](=[O:17])[O:12][C:13]([CH3:15])([CH3:14])[CH3:16])([CH2:7][C:8]#[C:9][C:20]2[CH:25]=[C:24]([C:26]3[CH:31]=[CH:30][CH:29]=[C:28]([O:32][C:33]([F:34])([F:35])[F:36])[CH:27]=3)[CH:23]=[CH:22][N:21]=2)[C:3]1=[O:18], predict the reactants needed to synthesize it. The reactants are: [CH3:1][N:2]1[CH2:6][CH2:5][C@@:4]([NH:10][C:11](=[O:17])[O:12][C:13]([CH3:16])([CH3:15])[CH3:14])([CH2:7][C:8]#[CH:9])[C:3]1=[O:18].I[C:20]1[CH:25]=[C:24]([C:26]2[CH:31]=[CH:30][CH:29]=[C:28]([O:32][C:33]([F:36])([F:35])[F:34])[CH:27]=2)[CH:23]=[CH:22][N:21]=1.N(CC)CC.